This data is from NCI-60 drug combinations with 297,098 pairs across 59 cell lines. The task is: Regression. Given two drug SMILES strings and cell line genomic features, predict the synergy score measuring deviation from expected non-interaction effect. (1) Drug 1: CC1=C(C(=CC=C1)Cl)NC(=O)C2=CN=C(S2)NC3=CC(=NC(=N3)C)N4CCN(CC4)CCO. Drug 2: C1C(C(OC1N2C=NC3=C2NC=NCC3O)CO)O. Cell line: SF-268. Synergy scores: CSS=-0.377, Synergy_ZIP=0.826, Synergy_Bliss=-1.47, Synergy_Loewe=0.640, Synergy_HSA=-1.98. (2) Drug 1: CC1=CC2C(CCC3(C2CCC3(C(=O)C)OC(=O)C)C)C4(C1=CC(=O)CC4)C. Drug 2: CCCCC(=O)OCC(=O)C1(CC(C2=C(C1)C(=C3C(=C2O)C(=O)C4=C(C3=O)C=CC=C4OC)O)OC5CC(C(C(O5)C)O)NC(=O)C(F)(F)F)O. Cell line: MALME-3M. Synergy scores: CSS=-2.74, Synergy_ZIP=2.44, Synergy_Bliss=1.71, Synergy_Loewe=-1.87, Synergy_HSA=-2.71. (3) Drug 1: C1=CC(=CC=C1C#N)C(C2=CC=C(C=C2)C#N)N3C=NC=N3. Drug 2: CCCCCOC(=O)NC1=NC(=O)N(C=C1F)C2C(C(C(O2)C)O)O. Cell line: MOLT-4. Synergy scores: CSS=52.3, Synergy_ZIP=-1.42, Synergy_Bliss=-2.10, Synergy_Loewe=-41.8, Synergy_HSA=-2.42. (4) Drug 1: CC1=C2C(C(=O)C3(C(CC4C(C3C(C(C2(C)C)(CC1OC(=O)C(C(C5=CC=CC=C5)NC(=O)C6=CC=CC=C6)O)O)OC(=O)C7=CC=CC=C7)(CO4)OC(=O)C)O)C)OC(=O)C. Drug 2: CC1=C(C(=CC=C1)Cl)NC(=O)C2=CN=C(S2)NC3=CC(=NC(=N3)C)N4CCN(CC4)CCO. Cell line: SK-OV-3. Synergy scores: CSS=61.5, Synergy_ZIP=-1.70, Synergy_Bliss=-0.995, Synergy_Loewe=6.54, Synergy_HSA=7.41. (5) Drug 1: C1CCN(CC1)CCOC2=CC=C(C=C2)C(=O)C3=C(SC4=C3C=CC(=C4)O)C5=CC=C(C=C5)O. Drug 2: C1=CC(=CC=C1CCC2=CNC3=C2C(=O)NC(=N3)N)C(=O)NC(CCC(=O)O)C(=O)O. Cell line: T-47D. Synergy scores: CSS=10.6, Synergy_ZIP=-0.0943, Synergy_Bliss=-1.41, Synergy_Loewe=0.325, Synergy_HSA=0.925. (6) Drug 1: CC1C(C(=O)NC(C(=O)N2CCCC2C(=O)N(CC(=O)N(C(C(=O)O1)C(C)C)C)C)C(C)C)NC(=O)C3=C4C(=C(C=C3)C)OC5=C(C(=O)C(=C(C5=N4)C(=O)NC6C(OC(=O)C(N(C(=O)CN(C(=O)C7CCCN7C(=O)C(NC6=O)C(C)C)C)C)C(C)C)C)N)C. Drug 2: CS(=O)(=O)OCCCCOS(=O)(=O)C. Cell line: SF-268. Synergy scores: CSS=5.67, Synergy_ZIP=-8.43, Synergy_Bliss=-0.668, Synergy_Loewe=-22.1, Synergy_HSA=-1.75. (7) Drug 1: C1=CC=C(C=C1)NC(=O)CCCCCCC(=O)NO. Drug 2: C(CC(=O)O)C(=O)CN.Cl. Cell line: SR. Synergy scores: CSS=42.2, Synergy_ZIP=-1.42, Synergy_Bliss=-0.658, Synergy_Loewe=-39.6, Synergy_HSA=-2.06.